From a dataset of Reaction yield outcomes from USPTO patents with 853,638 reactions. Predict the reaction yield, written as a fraction of the theoretical maximum amount of product (1.0 means a 100% yield; for example, 0.34 means a 34% yield). The reactants are [CH3:1][C:2]1[CH:3]=[C:4]([S:8]([O-:10])=[O:9])[CH:5]=[CH:6][CH:7]=1.[Na+].Br[C:13]1[CH:21]=[CH:20][C:19]2[N:18]([CH3:22])[C:17]3[CH2:23][CH:24]4[NH:28][CH:27]([C:16]=3[C:15]=2[C:14]=1[C:29]([O:31][C:32]([CH3:35])([CH3:34])[CH3:33])=[O:30])[CH2:26][CH2:25]4. No catalyst specified. The product is [CH3:1][C:2]1[CH:3]=[C:4]([S:8]([C:13]2[CH:21]=[CH:20][C:19]3[N:18]([CH3:22])[C:17]4[CH2:23][CH:24]5[NH:28][CH:27]([C:16]=4[C:15]=3[C:14]=2[C:29]([O:31][C:32]([CH3:35])([CH3:34])[CH3:33])=[O:30])[CH2:26][CH2:25]5)(=[O:10])=[O:9])[CH:5]=[CH:6][CH:7]=1. The yield is 0.500.